The task is: Binary Classification. Given a drug SMILES string, predict its activity (active/inactive) in a high-throughput screening assay against a specified biological target.. This data is from Orexin1 receptor HTS with 218,158 compounds and 233 confirmed actives. (1) The result is 0 (inactive). The drug is S=C(NCc1ccccc1)Nc1ccc(OC(F)(F)F)cc1. (2) The molecule is Clc1c(NC(=O)COC(=O)Cc2ccccc2)ncc(Cl)c1. The result is 0 (inactive). (3) The molecule is S(=O)(=O)(N1CCN(CC1)C)c1cc([N+]([O-])=O)c(Nc2cc(OC)cc(OC)c2)cc1. The result is 0 (inactive). (4) The compound is Fc1cc2CCC(N(c2cc1)C(=O)Nc1c(OC)cccc1)C. The result is 0 (inactive).